This data is from Catalyst prediction with 721,799 reactions and 888 catalyst types from USPTO. The task is: Predict which catalyst facilitates the given reaction. (1) Reactant: [CH3:1][N:2]1[CH2:7][CH2:6][N:5]([CH:8]2[CH2:13][CH2:12][NH:11][CH2:10][CH2:9]2)[CH2:4][CH2:3]1.[O:14]=[C:15]1[N:21]([CH:22]2[CH2:27][CH2:26][N:25]([C:28]([O:30][C@@H:31]([C:42](O)=[O:43])[CH2:32][C:33]3[CH:38]=[C:37]([Br:39])[C:36]([OH:40])=[C:35]([Br:41])[CH:34]=3)=[O:29])[CH2:24][CH2:23]2)[CH2:20][CH2:19][C:18]2[CH:45]=[CH:46][CH:47]=[CH:48][C:17]=2[NH:16]1.CN(C(ON1N=NC2C=CC=NC1=2)=[N+](C)C)C.F[P-](F)(F)(F)(F)F.C(N(C(C)C)C(C)C)C. Product: [O:14]=[C:15]1[N:21]([CH:22]2[CH2:27][CH2:26][N:25]([C:28]([O:30][C@H:31]([CH2:32][C:33]3[CH:34]=[C:35]([Br:41])[C:36]([OH:40])=[C:37]([Br:39])[CH:38]=3)[C:42]([N:11]3[CH2:12][CH2:13][CH:8]([N:5]4[CH2:6][CH2:7][N:2]([CH3:1])[CH2:3][CH2:4]4)[CH2:9][CH2:10]3)=[O:43])=[O:29])[CH2:24][CH2:23]2)[CH2:20][CH2:19][C:18]2[CH:45]=[CH:46][CH:47]=[CH:48][C:17]=2[NH:16]1. The catalyst class is: 3. (2) Reactant: [K+].[N:2]1([CH2:8][C:9]([O-:11])=O)[CH2:7][CH2:6][O:5][CH2:4][CH2:3]1.FC(F)(F)C(O)=O.[C:19]1([C:25]2[CH:30]=[C:29]([CH:31]3[CH2:36][CH2:35][NH:34][CH2:33][CH2:32]3)[CH:28]=[CH:27][C:26]=2[NH:37][C:38]([C:40]2[NH:41][CH:42]=[C:43]([C:45]#[N:46])[N:44]=2)=[O:39])[CH2:24][CH2:23][CH2:22][CH2:21][CH:20]=1.C1CN([P+](Br)(N2CCCC2)N2CCCC2)CC1.F[P-](F)(F)(F)(F)F.CCN(C(C)C)C(C)C. Product: [C:19]1([C:25]2[CH:30]=[C:29]([CH:31]3[CH2:32][CH2:33][N:34]([C:9](=[O:11])[CH2:8][N:2]4[CH2:3][CH2:4][O:5][CH2:6][CH2:7]4)[CH2:35][CH2:36]3)[CH:28]=[CH:27][C:26]=2[NH:37][C:38]([C:40]2[NH:41][CH:42]=[C:43]([C:45]#[N:46])[N:44]=2)=[O:39])[CH2:24][CH2:23][CH2:22][CH2:21][CH:20]=1. The catalyst class is: 2. (3) Reactant: C(O)(=O)C.[CH3:5][O:6][C:7]1[C:12]([O:13][CH3:14])=[CH:11][C:10]([C:15]2[N:16]=[N:17][N:18]([C:20]3[CH:41]=[CH:40][C:23]([CH2:24][CH2:25][N:26]4[CH2:35][CH2:34][C:33]5[C:28](=[CH:29][C:30]([O:38][CH3:39])=[C:31]([O:36][CH3:37])[CH:32]=5)[CH2:27]4)=[CH:22][CH:21]=3)[N:19]=2)=[C:9]([N+:42]([O-])=O)[CH:8]=1.C(Cl)(Cl)Cl.CO.C(Cl)(Cl)Cl. Product: [CH3:37][O:36][C:31]1[CH:32]=[C:33]2[C:28](=[CH:29][C:30]=1[O:38][CH3:39])[CH2:27][N:26]([CH2:25][CH2:24][C:23]1[CH:40]=[CH:41][C:20]([N:18]3[N:17]=[N:16][C:15]([C:10]4[CH:11]=[C:12]([O:13][CH3:14])[C:7]([O:6][CH3:5])=[CH:8][C:9]=4[NH2:42])=[N:19]3)=[CH:21][CH:22]=1)[CH2:35][CH2:34]2. The catalyst class is: 150. (4) Reactant: [F:1][C:2]1[C:7]([C:8]([F:11])([F:10])[F:9])=[CH:6][CH:5]=[CH:4][C:3]=1[CH2:12][C:13]1[N:14]=[C:15]2[S:22][C:21]([CH3:23])=[C:20]([C:24]([O:26]C)=[O:25])[N:16]2[C:17](=[O:19])[CH:18]=1.[Li+].[OH-]. Product: [F:1][C:2]1[C:7]([C:8]([F:11])([F:9])[F:10])=[CH:6][CH:5]=[CH:4][C:3]=1[CH2:12][C:13]1[N:14]=[C:15]2[S:22][C:21]([CH3:23])=[C:20]([C:24]([OH:26])=[O:25])[N:16]2[C:17](=[O:19])[CH:18]=1. The catalyst class is: 1. (5) Reactant: [Cl:1][C:2]([Cl:14])([Cl:13])[CH2:3][O:4][C:5](=[O:12])[NH:6][C:7]1[S:11][N:10]=[CH:9][CH:8]=1.C1(P(C2C=CC=CC=2)C2C=CC=CC=2)C=CC=CC=1.O[CH:35]([CH2:40][CH:41]([CH3:43])[CH3:42])[C:36]([O:38][CH3:39])=[O:37].CC(OC(/N=N/C(OC(C)C)=O)=O)C. Product: [S:11]1[C:7]([N:6]([C:5]([O:4][CH2:3][C:2]([Cl:1])([Cl:13])[Cl:14])=[O:12])[C@H:35]([C:36]([O:38][CH3:39])=[O:37])[CH2:40][CH:41]([CH3:43])[CH3:42])=[CH:8][CH:9]=[N:10]1. The catalyst class is: 35.